Dataset: Forward reaction prediction with 1.9M reactions from USPTO patents (1976-2016). Task: Predict the product of the given reaction. (1) Given the reactants [F:1][C:2]1[CH:20]=[CH:19][C:5]([CH2:6][N:7]2[C:15]3[C:10](=[CH:11][CH:12]=[CH:13][CH:14]=3)[C:9]([C:16]([OH:18])=O)=[N:8]2)=[CH:4][CH:3]=1.[NH2:21][C@@H:22]([C:26]1[CH:31]=[CH:30][CH:29]=[CH:28][CH:27]=1)[C:23]([NH2:25])=[O:24].CCN=C=NCCCN(C)C.Cl.C1C=CC2N(O)N=NC=2C=1.C(N(CC)C(C)C)(C)C, predict the reaction product. The product is: [NH2:25][C:23](=[O:24])[C@@H:22]([NH:21][C:16]([C:9]1[C:10]2[C:15](=[CH:14][CH:13]=[CH:12][CH:11]=2)[N:7]([CH2:6][C:5]2[CH:4]=[CH:3][C:2]([F:1])=[CH:20][CH:19]=2)[N:8]=1)=[O:18])[C:26]1[CH:31]=[CH:30][CH:29]=[CH:28][CH:27]=1. (2) The product is: [O:20]=[CH:19][C@@H:8]([C@H:9]([C@H:10]([C@@H:5]([CH2:6][OH:28])[OH:4])[OH:11])[OH:15])[OH:7]. Given the reactants C([O:4][C@@H:5]1[C@@H:10]([O:11]C(=O)C)[C@@H:9]([O:15]C(=O)C)[C@@H:8]([CH2:19][O:20]C(=O)C)[O:7][C@@H:6]1Br)(=O)C.[Br-].C(O[C@@H]1[C@@H](OC(=O)C)[C@@H](OC(=O)C)[C@@H](COC(=O)C)O[C@H]1SC(N)=[NH2+])(=[O:28])C.C(O[C@@H]1[C@@H](OC(=O)C)[C@@H](OC(=O)C)[C@@H](COC(=O)C)O[C@H]1SCC#N)(=O)C, predict the reaction product. (3) Given the reactants [C:1]([O:5][C:6]([N:8]1[CH:12]([CH2:13][C:14]2[CH:19]=[CH:18][C:17]([C:20]3[CH:25]=[CH:24][CH:23]=[CH:22][CH:21]=3)=[CH:16][CH:15]=2)[CH2:11][CH:10]([CH2:26][OH:27])[C:9]1=[O:28])=[O:7])([CH3:4])([CH3:3])[CH3:2].C(Cl)(Cl)Cl.[C:33]1([CH3:53])[CH:38]=[CH:37][C:36]([S:39](O[S:39]([C:36]2[CH:37]=[CH:38][C:33]([CH3:53])=[CH:34][CH:35]=2)(=[O:41])=[O:40])(=[O:41])=[O:40])=[CH:35][CH:34]=1, predict the reaction product. The product is: [C:1]([O:5][C:6]([N:8]1[C@H:12]([CH2:13][C:14]2[CH:15]=[CH:16][C:17]([C:20]3[CH:21]=[CH:22][CH:23]=[CH:24][CH:25]=3)=[CH:18][CH:19]=2)[CH2:11][CH:10]([CH2:26][O:27][S:39]([C:36]2[CH:37]=[CH:38][C:33]([CH3:53])=[CH:34][CH:35]=2)(=[O:41])=[O:40])[C:9]1=[O:28])=[O:7])([CH3:3])([CH3:2])[CH3:4]. (4) Given the reactants [Cl:1][C:2]1[CH:3]=[C:4]([CH:6]=[CH:7][C:8]=1[Cl:9])[NH2:5].[CH:10](=O)[CH2:11][CH2:12][CH3:13], predict the reaction product. The product is: [CH2:10]([NH:5][C:4]1[CH:6]=[CH:7][C:8]([Cl:9])=[C:2]([Cl:1])[CH:3]=1)[CH2:11][CH2:12][CH3:13]. (5) Given the reactants C([O:5]C(=O)[NH:7][C@H:8]1[CH2:13][CH2:12][CH2:11][CH2:10][C@H:9]1[NH:14][C:15]1[N:16]=[N:17][C:18]([C:29](=[O:31])[NH2:30])=[C:19]([NH:21][C:22]2[CH:27]=[CH:26][CH:25]=[C:24]([CH3:28])[N:23]=2)[CH:20]=1)(C)(C)C.FC(F)(F)C(O)=O.C(=O)(O)[O-].[Na+], predict the reaction product. The product is: [NH4+:7].[OH-:5].[NH2:7][C@H:8]1[CH2:13][CH2:12][CH2:11][CH2:10][C@H:9]1[NH:14][C:15]1[N:16]=[N:17][C:18]([C:29]([NH2:30])=[O:31])=[C:19]([NH:21][C:22]2[CH:27]=[CH:26][CH:25]=[C:24]([CH3:28])[N:23]=2)[CH:20]=1. (6) The product is: [O:29]=[C:2]1[CH2:3][C:4]2([CH2:10][CH2:9][N:8]([C:11]([O:13][C:14]([CH3:17])([CH3:16])[CH3:15])=[O:12])[CH2:7][CH2:6]2)[CH2:5][O:1]1. Given the reactants [O:1]=[C:2]1[CH2:5][C:4]2([CH2:10][CH2:9][N:8]([C:11]([O:13][C:14]([CH3:17])([CH3:16])[CH3:15])=[O:12])[CH2:7][CH2:6]2)[CH2:3]1.OO.[OH-].[Na+].O.O.O.O.O.S([O-])([O-])(=[O:29])=S.[Na+].[Na+], predict the reaction product. (7) Given the reactants [CH2:1]([N:8]([CH3:26])[C:9]1[CH:10]=[C:11]([NH:19][CH:20]2[CH2:25][CH2:24][NH:23][CH2:22][CH2:21]2)[C:12]2[N:13]([C:15]([CH3:18])=[N:16][N:17]=2)[N:14]=1)[C:2]1[CH:7]=[CH:6][CH:5]=[CH:4][CH:3]=1.[CH3:27][O:28][CH2:29][CH2:30]Br.CCN(C(C)C)C(C)C, predict the reaction product. The product is: [CH2:1]([N:8]([CH3:26])[C:9]1[CH:10]=[C:11]([NH:19][CH:20]2[CH2:25][CH2:24][N:23]([CH2:30][CH2:29][O:28][CH3:27])[CH2:22][CH2:21]2)[C:12]2[N:13]([C:15]([CH3:18])=[N:16][N:17]=2)[N:14]=1)[C:2]1[CH:7]=[CH:6][CH:5]=[CH:4][CH:3]=1.